Task: Binary Classification. Given a miRNA mature sequence and a target amino acid sequence, predict their likelihood of interaction.. Dataset: Experimentally validated miRNA-target interactions with 360,000+ pairs, plus equal number of negative samples The miRNA is mmu-miR-5135 with sequence AGGUCUAGGUGGCAAGGGCGUCCU. The protein sequence of the target gene is MATLGHTFPFYAGPKPTFPMDTTLASIIMIFLTALATFIVILPGIRGKTRLFWLLRVVTSLFIGAAILAVNFSSEWSVGQVSTNTSYKAFSSEWISADIGLQVGLGGVNITLTGTPVQQLNETINYNEEFTWRLGENYAEEYAKALEKGLPDPVLYLAEKFTPRSPCGLYRQYRLAGHYTSAMLWVAFLCWLLANVMLSMPVLVYGGYMLLATGIFQLLALLFFSMATSLTSPCPLHLGASVLHTHHGPAFWITLTTGLLCVLLGLAMAVAHRMQPHRLKAFFNQSVDEDPMLEWSPEEG.... Result: 0 (no interaction).